Dataset: Reaction yield outcomes from USPTO patents with 853,638 reactions. Task: Predict the reaction yield, written as a fraction of the theoretical maximum amount of product (1.0 means a 100% yield; for example, 0.34 means a 34% yield). (1) The reactants are [NH2:1][CH:2]1[CH2:5][N:4]([CH2:6][C:7]2[C:16]([Cl:17])=[C:15]3[C:10]([C:11](=[O:32])[N:12]([CH2:19][C:20]4[CH:25]=[C:24]([Cl:26])[CH:23]=[CH:22][C:21]=4[S:27]([CH2:30][CH3:31])(=[O:29])=[O:28])[C:13](=[O:18])[NH:14]3)=[CH:9][C:8]=2[C:33]([F:36])([F:35])[F:34])[CH2:3]1.C[N+](C)=C1C=CN([S:45]([N-:48][C:49]([O:51][C:52]([CH3:55])([CH3:54])[CH3:53])=[O:50])(=[O:47])=[O:46])C=C1.O.C(OCC)(=O)C. The catalyst is C(#N)C. The product is [Cl:17][C:16]1[C:7]([CH2:6][N:4]2[CH2:5][CH:2]([NH:1][S:45]([NH:48][C:49](=[O:50])[O:51][C:52]([CH3:54])([CH3:53])[CH3:55])(=[O:46])=[O:47])[CH2:3]2)=[C:8]([C:33]([F:34])([F:35])[F:36])[CH:9]=[C:10]2[C:15]=1[NH:14][C:13](=[O:18])[N:12]([CH2:19][C:20]1[CH:25]=[C:24]([Cl:26])[CH:23]=[CH:22][C:21]=1[S:27]([CH2:30][CH3:31])(=[O:29])=[O:28])[C:11]2=[O:32]. The yield is 0.470. (2) The reactants are [CH3:1][O:2][CH2:3][CH2:4][O:5][CH2:6][O:7][C:8]1[CH:13]=[CH:12][C:11]([C@@H:14]2[CH2:16][C@H:15]2[N+:17]([O-])=O)=[CH:10][CH:9]=1.Cl.[OH-].[Na+]. The catalyst is CC(O)C.[Zn]. The product is [CH3:1][O:2][CH2:3][CH2:4][O:5][CH2:6][O:7][C:8]1[CH:9]=[CH:10][C:11]([C@@H:14]2[CH2:16][C@H:15]2[NH2:17])=[CH:12][CH:13]=1. The yield is 0.730. (3) The reactants are [Br:1][C:2]1[CH:3]=[CH:4][C:5]([CH2:8][CH2:9]O)=[N:6][CH:7]=1.BrC1C=CC(CC[I:20])=CN=1. No catalyst specified. The product is [Br:1][C:2]1[CH:3]=[CH:4][C:5]([CH2:8][CH2:9][I:20])=[N:6][CH:7]=1. The yield is 0.770. (4) The reactants are [CH:1]([C@@H:4]1[N:8]([C:9]2[CH:14]=[CH:13][N:12]3[N:15]=[CH:16][C:17]([C:18]4[CH:23]=[CH:22][C:21]([C:24]5[N:28]=[CH:27][N:26]([CH2:29][O:30][CH2:31][CH2:32][Si:33]([CH3:36])([CH3:35])[CH3:34])[N:25]=5)=[CH:20][CH:19]=4)=[C:11]3[N:10]=2)[C:7](=[O:37])[NH:6][CH2:5]1)([CH3:3])[CH3:2].[H-].[Na+].Br[CH2:41][CH2:42][O:43][Si:44]([C:47]([CH3:50])([CH3:49])[CH3:48])([CH3:46])[CH3:45]. No catalyst specified. The product is [Si:44]([O:43][CH2:42][CH2:41][N:6]1[CH2:5][C@H:4]([CH:1]([CH3:3])[CH3:2])[N:8]([C:9]2[CH:14]=[CH:13][N:12]3[N:15]=[CH:16][C:17]([C:18]4[CH:23]=[CH:22][C:21]([C:24]5[N:28]=[CH:27][N:26]([CH2:29][O:30][CH2:31][CH2:32][Si:33]([CH3:34])([CH3:35])[CH3:36])[N:25]=5)=[CH:20][CH:19]=4)=[C:11]3[N:10]=2)[C:7]1=[O:37])([C:47]([CH3:50])([CH3:49])[CH3:48])([CH3:46])[CH3:45]. The yield is 0.600. (5) The reactants are C(Cl)(=O)C(Cl)=O.CS(C)=O.[Cl:11][C:12]1[C:20]2[C:15](=[CH:16][N:17]=[C:18]([CH2:21][OH:22])[CH:19]=2)[O:14][CH:13]=1.CCN(CC)CC. The catalyst is C1COCC1.C(Cl)Cl. The product is [Cl:11][C:12]1[C:20]2[C:15](=[CH:16][N:17]=[C:18]([CH:21]=[O:22])[CH:19]=2)[O:14][CH:13]=1. The yield is 0.770.